From a dataset of Reaction yield outcomes from USPTO patents with 853,638 reactions. Predict the reaction yield, written as a fraction of the theoretical maximum amount of product (1.0 means a 100% yield; for example, 0.34 means a 34% yield). The reactants are [N:1]1([C:7]([O:9][CH2:10][C:11]2[CH:16]=[CH:15][CH:14]=[CH:13][CH:12]=2)=[O:8])[CH2:6][CH2:5][NH:4][CH2:3][CH2:2]1.C([O-])([O-])=O.[K+].[K+].Br[CH2:24][CH2:25][Cl:26]. The catalyst is C(#N)C. The product is [Cl:26][CH2:25][CH2:24][N:4]1[CH2:5][CH2:6][N:1]([C:7]([O:9][CH2:10][C:11]2[CH:16]=[CH:15][CH:14]=[CH:13][CH:12]=2)=[O:8])[CH2:2][CH2:3]1. The yield is 0.500.